Dataset: Full USPTO retrosynthesis dataset with 1.9M reactions from patents (1976-2016). Task: Predict the reactants needed to synthesize the given product. (1) Given the product [CH2:1]([N:8]1[CH2:13][CH2:12][CH:11]([C:14]2[CH:19]=[CH:18][CH:17]=[C:16]([F:20])[CH:15]=2)[CH:10]([O:21][CH2:23][C:24]2[CH:33]=[CH:32][C:31]3[C:26](=[CH:27][CH:28]=[CH:29][CH:30]=3)[CH:25]=2)[CH2:9]1)[C:2]1[CH:7]=[CH:6][CH:5]=[CH:4][CH:3]=1, predict the reactants needed to synthesize it. The reactants are: [CH2:1]([N:8]1[CH2:13][CH2:12][CH:11]([C:14]2[CH:19]=[CH:18][CH:17]=[C:16]([F:20])[CH:15]=2)[CH:10]([OH:21])[CH2:9]1)[C:2]1[CH:7]=[CH:6][CH:5]=[CH:4][CH:3]=1.Br[CH2:23][C:24]1[CH:33]=[CH:32][C:31]2[C:26](=[CH:27][CH:28]=[CH:29][CH:30]=2)[CH:25]=1. (2) The reactants are: Br[C:2]1[CH:3]=[N:4][C:5]([C:8]2[CH:13]=[CH:12][C:11]([CH:14]([NH:18][C:19]([C:21]3[S:22][C:23]([C:26]([CH3:29])([CH3:28])[CH3:27])=[CH:24][CH:25]=3)=[O:20])[C:15]([OH:17])=[O:16])=[CH:10][CH:9]=2)=[N:6][CH:7]=1.[CH2:30]([O:37][C:38]1[CH:43]=[CH:42][C:41](B(O)O)=[CH:40][CH:39]=1)[CH2:31][CH2:32][CH2:33][CH2:34][CH2:35][CH3:36].C([O-])(O)=O.[Na+]. Given the product [C:26]([C:23]1[S:22][C:21]([C:19]([NH:18][CH:14]([C:11]2[CH:12]=[CH:13][C:8]([C:5]3[N:4]=[CH:3][C:2]([C:41]4[CH:42]=[CH:43][C:38]([O:37][CH2:30][CH2:31][CH2:32][CH2:33][CH2:34][CH2:35][CH3:36])=[CH:39][CH:40]=4)=[CH:7][N:6]=3)=[CH:9][CH:10]=2)[C:15]([OH:17])=[O:16])=[O:20])=[CH:25][CH:24]=1)([CH3:29])([CH3:28])[CH3:27], predict the reactants needed to synthesize it.